This data is from Forward reaction prediction with 1.9M reactions from USPTO patents (1976-2016). The task is: Predict the product of the given reaction. (1) Given the reactants [F:1][C@H:2]1[CH2:19][C@@:17]2([CH3:18])[C@@H:13]([CH2:14][CH2:15][C:16]2=[O:20])[C@H:12]2[C@H:3]1[C:4]1[CH:5]=[CH:6][C:7]([OH:29])=[CH:8][C:9]=1[CH2:10][C@H:11]2[CH2:21][CH2:22][CH2:23][CH2:24][CH2:25][CH2:26][NH:27][CH3:28].[F:30][C:31]([F:54])([C:50]([F:53])([F:52])[F:51])[CH2:32][CH2:33][CH2:34][CH2:35][CH2:36][CH2:37]COS(C1C=CC(C)=CC=1)(=O)=O.[C:55](=O)(O)[O-].[Na+], predict the reaction product. The product is: [F:1][C@H:2]1[CH2:19][C@@:17]2([CH3:18])[C@@H:13]([CH2:14][CH2:15][C:16]2=[O:20])[C@H:12]2[C@H:3]1[C:4]1[CH:5]=[CH:6][C:7]([OH:29])=[CH:8][C:9]=1[CH2:10][C@H:11]2[CH2:21][CH2:22][CH2:23][CH2:24][CH2:25][CH2:26][N:27]([CH3:55])[CH2:28][CH2:37][CH2:36][CH2:35][CH2:34][CH2:33][CH2:32][C:31]([F:30])([F:54])[C:50]([F:51])([F:52])[F:53]. (2) Given the reactants [C:1]([OH:6])(=[O:5])[CH2:2][CH2:3][CH3:4].[C:7]([O:23][CH2:24][CH3:25])(=[O:22])[CH2:8][C:9]([CH2:16][C:17]([O:19][CH2:20][CH3:21])=[O:18])([C:11]([O:13][CH2:14][CH3:15])=[O:12])[OH:10].C(Cl)CCCCCCC, predict the reaction product. The product is: [C:1]([OH:6])(=[O:5])[CH2:2][CH2:3][CH2:4][CH2:7][CH2:8][CH2:9][CH3:11].[C:17]([O:19][CH2:20][CH3:21])(=[O:18])[CH2:16][C:9]([CH2:8][C:7]([O:23][CH2:24][CH3:25])=[O:22])([C:11]([O:13][CH2:14][CH3:15])=[O:12])[OH:10]. (3) Given the reactants C(O)(C(F)(F)F)=O.[CH3:8][S:9]([C:11]1[C:19]2[C:14](=[CH:15][C:16]([C:20]([N:22]3[CH2:26][CH2:25][C@@H:24]([NH:27]C(=O)OC(C)(C)C)[CH2:23]3)=[O:21])=[CH:17][CH:18]=2)[N:13]([C:35]2[N:40]=[CH:39][C:38]([C:41]3[CH:46]=[CH:45][CH:44]=[CH:43][CH:42]=3)=[CH:37][N:36]=2)[CH:12]=1)=[O:10], predict the reaction product. The product is: [NH2:27][C@@H:24]1[CH2:25][CH2:26][N:22]([C:20]([C:16]2[CH:15]=[C:14]3[C:19]([C:11]([S:9]([CH3:8])=[O:10])=[CH:12][N:13]3[C:35]3[N:40]=[CH:39][C:38]([C:41]4[CH:46]=[CH:45][CH:44]=[CH:43][CH:42]=4)=[CH:37][N:36]=3)=[CH:18][CH:17]=2)=[O:21])[CH2:23]1. (4) Given the reactants Cl[C:2]1[CH:3]=[CH:4][C:5]2[N:6]=[C:7]([NH2:20])[N:8]3[C:16]4[CH:15]=[CH:14][CH:13]=[C:12]([F:17])[C:11]=4[CH:10]=[C:9]3[C:18]=2[N:19]=1.[F:21][C:22]1[CH:27]=[CH:26][C:25]([C:28]2[O:29][C:30]3[CH:40]=[C:39]([N:41]([CH3:46])[S:42]([CH3:45])(=[O:44])=[O:43])[C:38](B4OC(C)(C)C(C)(C)O4)=[CH:37][C:31]=3[C:32]=2[C:33]([NH:35][CH3:36])=[O:34])=[CH:24][CH:23]=1, predict the reaction product. The product is: [NH2:20][C:7]1[N:8]2[C:16]3[CH:15]=[CH:14][CH:13]=[C:12]([F:17])[C:11]=3[CH:10]=[C:9]2[C:18]2[N:19]=[C:2]([C:38]3[C:39]([N:41]([CH3:46])[S:42]([CH3:45])(=[O:44])=[O:43])=[CH:40][C:30]4[O:29][C:28]([C:25]5[CH:26]=[CH:27][C:22]([F:21])=[CH:23][CH:24]=5)=[C:32]([C:33]([NH:35][CH3:36])=[O:34])[C:31]=4[CH:37]=3)[CH:3]=[CH:4][C:5]=2[N:6]=1. (5) The product is: [C:18]([O:17][C:15]([N:4]1[CH2:3][C@@H:2]([CH3:1])[N:14]2[C:6](=[CH:7][C:8]3[C:13]2=[N:12][CH:11]=[CH:10][CH:9]=3)[CH2:5]1)=[O:16])([CH3:21])([CH3:20])[CH3:19]. Given the reactants [CH3:1][C@H:2]1[N:14]2[C:6](=[CH:7][C:8]3[C:13]2=[N:12][CH:11]=[CH:10][CH:9]=3)[CH2:5][NH:4][CH2:3]1.[C:15](O[C:15]([O:17][C:18]([CH3:21])([CH3:20])[CH3:19])=[O:16])([O:17][C:18]([CH3:21])([CH3:20])[CH3:19])=[O:16], predict the reaction product.